From a dataset of Oral bioavailability binary classification data from Ma et al.. Regression/Classification. Given a drug SMILES string, predict its absorption, distribution, metabolism, or excretion properties. Task type varies by dataset: regression for continuous measurements (e.g., permeability, clearance, half-life) or binary classification for categorical outcomes (e.g., BBB penetration, CYP inhibition). Dataset: bioavailability_ma. (1) The compound is COc1ccc2c3c1O[C@H]1[C@@H](O)CC[C@H]4[C@@H](C2)N(C)CC[C@]314. The result is 0 (low bioavailability). (2) The compound is CC(O)Cn1cnc2c1c(=O)n(C)c(=O)n2C. The result is 1 (high bioavailability). (3) The compound is NS(=O)(=O)Cc1noc2ccccc12. The result is 1 (high bioavailability). (4) The drug is NCC[C@H](O)C(=O)N[C@@H]1C[C@H](N)[C@@H](O[C@H]2O[C@H](CN)[C@@H](O)[C@H](O)[C@H]2O)[C@H](O)[C@H]1O[C@H]1O[C@H](CO)[C@@H](O)[C@H](N)[C@H]1O. The result is 0 (low bioavailability). (5) The compound is CCOC(=O)[C@H](CCc1ccccc1)N[C@H]1CCc2ccccc2N(CC(=O)O)C1=O. The result is 1 (high bioavailability). (6) The result is 0 (low bioavailability). The molecule is CC[C@H]1OC(=O)[C@H](C)[C@@H](O[C@H]2C[C@@](C)(OC)[C@@H](O)[C@H](C)O2)[C@H](C)[C@@H](O[C@@H]2O[C@H](C)C[C@H](N(C)C)[C@H]2O)[C@](C)(O)C[C@@H](C)[C@@H]2N[C@@H](COCCOC)O[C@H]([C@H]2C)[C@]1(C)O. (7) The drug is CCOC(=O)CN[C@@H](C(=O)N1CC[C@H]1C(=O)NCc1ccc(/C(N)=N/O)cc1)C1CCCCC1. The result is 1 (high bioavailability).